The task is: Predict the reactants needed to synthesize the given product.. This data is from Full USPTO retrosynthesis dataset with 1.9M reactions from patents (1976-2016). (1) Given the product [Cl:13][C:14]1[CH:15]=[C:16]([CH3:25])[C:17]([S:21]([NH:1][C:2]2[S:3][CH:4]=[C:5]([CH2:7][C:8]([O:10][CH2:11][CH3:12])=[O:9])[N:6]=2)(=[O:23])=[O:22])=[C:18]([CH3:20])[CH:19]=1, predict the reactants needed to synthesize it. The reactants are: [NH2:1][C:2]1[S:3][CH:4]=[C:5]([CH2:7][C:8]([O:10][CH2:11][CH3:12])=[O:9])[N:6]=1.[Cl:13][C:14]1[CH:19]=[C:18]([CH3:20])[C:17]([S:21](Cl)(=[O:23])=[O:22])=[C:16]([CH3:25])[CH:15]=1. (2) Given the product [Cl-:1].[Cl-:1].[CH3:4][C:5]1[C:9]([Zr+2:11][CH:15]2[C:23]3[C:18](=[CH:19][CH:20]=[CH:21][CH:22]=3)[CH:17]=[CH:16]2)([CH3:10])[C:8]([CH3:12])=[C:7]([CH3:13])[C:6]=1[CH3:14], predict the reactants needed to synthesize it. The reactants are: [Cl-:1].[Cl-].[Cl-].[CH3:4][C:5]1[C:9]([Zr+3:11])([CH3:10])[C:8]([CH3:12])=[C:7]([CH3:13])[C:6]=1[CH3:14].[CH-:15]1[C:23]2[C:18](=[CH:19][CH:20]=[CH:21][CH:22]=2)[CH:17]=[CH:16]1.[Li+].